This data is from Blood-brain barrier permeability classification from the B3DB database. The task is: Regression/Classification. Given a drug SMILES string, predict its absorption, distribution, metabolism, or excretion properties. Task type varies by dataset: regression for continuous measurements (e.g., permeability, clearance, half-life) or binary classification for categorical outcomes (e.g., BBB penetration, CYP inhibition). Dataset: b3db_classification. (1) The drug is CCn1nnn(CCN2CCC(N(C(=O)COC)c3ccccc3F)C(C)C2)c1=O. The result is 1 (penetrates BBB). (2) The drug is O=C1CN=C(C2=CCCCC2)c2cc(Cl)ccc2N1. The result is 1 (penetrates BBB). (3) The compound is CCn1cc(C(=O)O)c(=O)c2cc(F)c(N3CCN(C)CC3)cc21. The result is 1 (penetrates BBB). (4) The drug is CC1C=CC=CC=CC=CC=CC=CC=CC(OC2OC(C)C(O)C(N)C2O)CC2OC(O)(CC(O)CC(O)C(O)CCC(O)CC(O)CC(=O)OC(C)C(C)C1O)CC(O)C2C(=O)O. The result is 0 (does not penetrate BBB). (5) The drug is C=C1CC2C3CCC4=CC(=O)C=C[C@]4(C)[C@@]3(F)[C@@H](O)C[C@]2(C)[C@@]1(O)C(=O)CO. The result is 1 (penetrates BBB).